Dataset: Human Reference Interactome with 51,813 positive PPI pairs across 8,248 proteins, plus equal number of experimentally-validated negative pairs. Task: Binary Classification. Given two protein amino acid sequences, predict whether they physically interact or not. Protein 1 (ENSG00000187134) has sequence MGVVSLFLCIVEQIFTSSKKIQFRGIFMAKVPKSKALEATKLAIEAGFRHIDSAHLYNNEEQVGLAIRSKIADGSVKREDIFYTSKLWCNSHRPELVRPALERSLKNLQLDYVDLYLIHFPVSVKPGEEVIPKDENGKILFDTVDLCATWEAVEKCKDAGLAKSIGVSNFNRRQLEMILNKPGLKYKPVCNQPRDNSIFSLSPDW*MDSKYQCVKLNDGHFMPVLGFGTYAPAEVPKSKALEATKLAIEAGFRHIDSAHLYNNEEQVGLAIRSKIADGSVKREDIFYTSKLWCNSHRPEL.... Protein 2 (ENSG00000169085) has sequence MMHQIYSCSDENIEVFTTVIPSKVSSPARRRAKSSQHLLTKNVVIESDLYTHQPLELLPHRGDRRDPGDRRRFGRLQTARPPTAHPAKASARPVGISEPKTSNLCGNRAYGKSLIPPVPRISVKTSASASLEATAMGTEKGAVLMRGSRHLKKMTEEYPALPQGAEASLPLTGSASCGVPGILRKMWTRHKKKSEYVGATNSAFEAD*MMHQIYSCSDENIEVFTTVIPSKVSSPARRRAKSSQHLLTKNILSLFLEFTGITKDPETPSMRAPSAKLLPWGSMGP*MMHQIYSCSDENIE.... Result: 0 (the proteins do not interact).